From a dataset of Full USPTO retrosynthesis dataset with 1.9M reactions from patents (1976-2016). Predict the reactants needed to synthesize the given product. (1) Given the product [Cl:23][CH2:22][CH2:21][CH2:20][N:4]1[CH2:3][CH2:2][N:1]([C:7]2[CH:16]=[CH:15][C:14]3[C:9](=[CH:10][CH:11]=[CH:12][CH:13]=3)[N:8]=2)[CH2:6][CH2:5]1, predict the reactants needed to synthesize it. The reactants are: [N:1]1([C:7]2[CH:16]=[CH:15][C:14]3[C:9](=[CH:10][CH:11]=[CH:12][CH:13]=3)[N:8]=2)[CH2:6][CH2:5][NH:4][CH2:3][CH2:2]1.[OH-].[Na+].Br[CH2:20][CH2:21][CH2:22][Cl:23].C(OCC)C. (2) Given the product [CH3:1][C:2]1[NH:17][C:16]2[C:15]([CH:4]=1)=[C:14]([N+:11]([O-:13])=[O:12])[CH:20]=[CH:19][CH:18]=2, predict the reactants needed to synthesize it. The reactants are: [CH3:1][C:2]([CH3:4])=O.C(O[K])(C)(C)C.[N+:11]([C:14]1[CH:15]=[C:16]([CH:18]=[CH:19][CH:20]=1)[NH2:17])([O-:13])=[O:12].